Dataset: Catalyst prediction with 721,799 reactions and 888 catalyst types from USPTO. Task: Predict which catalyst facilitates the given reaction. (1) Reactant: C(OC(=O)[N:7](CC1C=CC(OC)=CC=1OC)[S:8]([C:11]1[CH:16]=[CH:15][C:14]([O:17][C@H:18]2[CH2:22][CH2:21][CH2:20][C@@H:19]2[C:23]2[N:27]([CH3:28])[N:26]=[CH:25][CH:24]=2)=[CH:13][C:12]=1[F:29])(=[O:10])=[O:9])(C)(C)C.C([SiH](CC)CC)C.FC(F)(F)C(O)=O. Product: [F:29][C:12]1[CH:13]=[C:14]([O:17][C@H:18]2[CH2:22][CH2:21][CH2:20][C@@H:19]2[C:23]2[N:27]([CH3:28])[N:26]=[CH:25][CH:24]=2)[CH:15]=[CH:16][C:11]=1[S:8]([NH2:7])(=[O:9])=[O:10]. The catalyst class is: 4. (2) Reactant: C(OC([NH:8][CH2:9][CH2:10][C:11]([O:13][CH:14]1[CH2:19][CH2:18][CH:17]([NH:20][C:21]2[CH:26]=[C:25]([N:27]3[C:35]4[CH2:34][C:33]([CH3:37])([CH3:36])[CH2:32][C:31](=[O:38])[C:30]=4[C:29]([CH3:39])=[N:28]3)[CH:24]=[CH:23][C:22]=2[C:40](=[O:42])[NH2:41])[CH2:16][CH2:15]1)=[O:12])=O)(C)(C)C.FC(F)(F)C(O)=O. Product: [C:40]([C:22]1[CH:23]=[CH:24][C:25]([N:27]2[C:35]3[CH2:34][C:33]([CH3:37])([CH3:36])[CH2:32][C:31](=[O:38])[C:30]=3[C:29]([CH3:39])=[N:28]2)=[CH:26][C:21]=1[NH:20][CH:17]1[CH2:18][CH2:19][CH:14]([O:13][C:11](=[O:12])[CH2:10][CH2:9][NH2:8])[CH2:15][CH2:16]1)(=[O:42])[NH2:41]. The catalyst class is: 2. (3) Reactant: C(O)(C(F)(F)F)=O.[CH3:8][O:9][C:10]1[CH:15]=[CH:14][C:13]([C:16]2[CH:21]=[CH:20][C:19]([C:22]([NH:24][C@H:25]([C:34]([O:36]C(C)(C)C)=[O:35])[CH2:26][C:27]([O:29]C(C)(C)C)=[O:28])=[O:23])=[C:18]([NH:41][C:42]([NH:44][C:45]3[C:50]([CH3:51])=[CH:49][C:48]([CH3:52])=[CH:47][C:46]=3[CH3:53])=[O:43])[CH:17]=2)=[CH:12][CH:11]=1. Product: [CH3:8][O:9][C:10]1[CH:11]=[CH:12][C:13]([C:16]2[CH:21]=[CH:20][C:19]([C:22]([NH:24][C@H:25]([C:34]([OH:36])=[O:35])[CH2:26][C:27]([OH:29])=[O:28])=[O:23])=[C:18]([NH:41][C:42]([NH:44][C:45]3[C:46]([CH3:53])=[CH:47][C:48]([CH3:52])=[CH:49][C:50]=3[CH3:51])=[O:43])[CH:17]=2)=[CH:14][CH:15]=1. The catalyst class is: 2. (4) Reactant: [CH:1]1([CH2:6][N:7]([CH2:26][CH:27]2[CH2:31][CH2:30][CH2:29][CH2:28]2)[C@@H:8]2[CH2:13][CH2:12][C@@H:11]([CH2:14][C:15]([O:17]C)=[O:16])[CH2:10][C@H:9]2[C:19]2[CH:24]=[CH:23][C:22]([Cl:25])=[CH:21][CH:20]=2)[CH2:5][CH2:4][CH2:3][CH2:2]1.C1(CN(CC2CCCC2)[C@@H]2CC[C@@H](CC(O)=O)C[C@H]2C2C=CC(C(F)(F)F)=CC=2)CCCC1.N. Product: [CH:27]1([CH2:26][N:7]([CH2:6][CH:1]2[CH2:2][CH2:3][CH2:4][CH2:5]2)[C@@H:8]2[CH2:13][CH2:12][C@@H:11]([CH2:14][C:15]([OH:17])=[O:16])[CH2:10][C@H:9]2[C:19]2[CH:24]=[CH:23][C:22]([Cl:25])=[CH:21][CH:20]=2)[CH2:28][CH2:29][CH2:30][CH2:31]1. The catalyst class is: 100. (5) Reactant: Cl[C:2]1[N:9]=[C:8]([C:10]2[O:11][CH:12]=[CH:13][CH:14]=2)[C:7]([C:15]2[CH:20]=[CH:19][N:18]=[CH:17][N:16]=2)=[CH:6][C:3]=1[C:4]#[N:5].[NH3:21]. Product: [NH2:21][C:2]1[N:9]=[C:8]([C:10]2[O:11][CH:12]=[CH:13][CH:14]=2)[C:7]([C:15]2[CH:20]=[CH:19][N:18]=[CH:17][N:16]=2)=[CH:6][C:3]=1[C:4]#[N:5]. The catalyst class is: 8. (6) Reactant: [Br:1][C:2]1[N:6]2[N:7]=[C:8]([C:11]3[CH:19]=[CH:18][C:14]([C:15]([OH:17])=O)=[CH:13][CH:12]=3)[CH:9]=[CH:10][C:5]2=[N:4][CH:3]=1.CN(C(ON1N=NC2C=CC=NC1=2)=[N+](C)C)C.F[P-](F)(F)(F)(F)F.CN1CCOCC1.[NH:51]1[CH2:56][CH2:55][CH:54]([N:57]2[CH2:62][CH2:61][O:60][CH2:59][CH2:58]2)[CH2:53][CH2:52]1. Product: [Br:1][C:2]1[N:6]2[N:7]=[C:8]([C:11]3[CH:12]=[CH:13][C:14]([C:15]([N:51]4[CH2:56][CH2:55][CH:54]([N:57]5[CH2:62][CH2:61][O:60][CH2:59][CH2:58]5)[CH2:53][CH2:52]4)=[O:17])=[CH:18][CH:19]=3)[CH:9]=[CH:10][C:5]2=[N:4][CH:3]=1. The catalyst class is: 18. (7) Reactant: [CH3:1][CH:2]1[CH2:4][N:3]1[CH2:5][C:6]([O:8]CC)=O.[F:11][C:12]1[CH:19]=[CH:18][C:15]([CH2:16][NH2:17])=[CH:14][CH:13]=1.B(F)(F)F.[CH3:24][CH2:25][O:26]CC.C(N(CC)CC)C.C(OC(=O)C)(=O)C. Product: [C:25]([N:3]1[CH:2]([CH3:1])[CH2:4][N:17]([CH2:16][C:15]2[CH:18]=[CH:19][C:12]([F:11])=[CH:13][CH:14]=2)[C:6](=[O:8])[CH2:5]1)(=[O:26])[CH3:24]. The catalyst class is: 4. (8) The catalyst class is: 14. Product: [C:1]([C:5]1[N:6]=[C:7]([N:19]2[CH2:20][CH2:21][C:17]([F:22])([F:16])[CH2:18]2)[C:8]2[CH:13]=[CH:12][NH:11][C:9]=2[N:10]=1)([CH3:4])([CH3:3])[CH3:2]. Reactant: [C:1]([C:5]1[N:6]=[C:7](Cl)[C:8]2[CH:13]=[CH:12][NH:11][C:9]=2[N:10]=1)([CH3:4])([CH3:3])[CH3:2].Cl.[F:16][C:17]1([F:22])[CH2:21][CH2:20][NH:19][CH2:18]1.CCN(C(C)C)C(C)C. (9) Reactant: Br[C:2]1[CH:3]=[C:4]([NH:9][S:10]([CH3:13])(=[O:12])=[O:11])[CH:5]=[C:6]([F:8])[CH:7]=1.[B:14]1([B:14]2[O:18][C:17]([CH3:20])([CH3:19])[C:16]([CH3:22])([CH3:21])[O:15]2)[O:18][C:17]([CH3:20])([CH3:19])[C:16]([CH3:22])([CH3:21])[O:15]1.CC([O-])=O.[K+]. Product: [F:8][C:6]1[CH:5]=[C:4]([NH:9][S:10]([CH3:13])(=[O:12])=[O:11])[CH:3]=[C:2]([B:14]2[O:18][C:17]([CH3:20])([CH3:19])[C:16]([CH3:22])([CH3:21])[O:15]2)[CH:7]=1. The catalyst class is: 75. (10) Reactant: [F:1][C:2]1[CH:10]=[CH:9][C:5]([C:6]([OH:8])=O)=[CH:4][C:3]=1[NH:11][CH2:12][C:13]1[S:17][C:16]([NH:18][C:19]2[CH:24]=[CH:23][CH:22]=[CH:21][N:20]=2)=[N:15][CH:14]=1.[CH:25]1([CH2:28][NH2:29])[CH2:27][CH2:26]1.CN([P+](ON1N=NC2C=CC=CC1=2)(N(C)C)N(C)C)C.F[P-](F)(F)(F)(F)F. Product: [CH:25]1([CH2:28][NH:29][C:6](=[O:8])[C:5]2[CH:9]=[CH:10][C:2]([F:1])=[C:3]([NH:11][CH2:12][C:13]3[S:17][C:16]([NH:18][C:19]4[CH:24]=[CH:23][CH:22]=[CH:21][N:20]=4)=[N:15][CH:14]=3)[CH:4]=2)[CH2:27][CH2:26]1. The catalyst class is: 31.